Dataset: Reaction yield outcomes from USPTO patents with 853,638 reactions. Task: Predict the reaction yield, written as a fraction of the theoretical maximum amount of product (1.0 means a 100% yield; for example, 0.34 means a 34% yield). The product is [F:10][C:11]1[CH:16]=[CH:15][CH:14]=[C:13]([F:17])[C:12]=1[N:18]1[C:23]2[N:24]=[C:25]([NH:36][CH2:37][C:38]([NH:5][CH2:4][CH2:3][O:2][CH3:1])=[O:39])[N:26]=[C:27]([C:28]3[CH:33]=[CH:32][C:31]([F:34])=[CH:30][C:29]=3[CH3:35])[C:22]=2[CH:21]=[CH:20][C:19]1=[O:42]. The reactants are [CH3:1][O:2][CH2:3][CH2:4][NH2:5].C[Al](C)C.[F:10][C:11]1[CH:16]=[CH:15][CH:14]=[C:13]([F:17])[C:12]=1[N:18]1[C:23]2[N:24]=[C:25]([NH:36][CH2:37][C:38](OC)=[O:39])[N:26]=[C:27]([C:28]3[CH:33]=[CH:32][C:31]([F:34])=[CH:30][C:29]=3[CH3:35])[C:22]=2[CH:21]=[CH:20][C:19]1=[O:42]. The yield is 0.660. No catalyst specified.